This data is from Reaction yield outcomes from USPTO patents with 853,638 reactions. The task is: Predict the reaction yield, written as a fraction of the theoretical maximum amount of product (1.0 means a 100% yield; for example, 0.34 means a 34% yield). (1) The reactants are [C:1]([NH:5][C:6]1[C:11]([C:12](O)=[O:13])=[CH:10][N:9]=[C:8]([S:15][CH3:16])[N:7]=1)([CH3:4])([CH3:3])[CH3:2].C[N:18](C(ON1N=NC2C=CC=NC1=2)=[N+](C)C)C.F[P-](F)(F)(F)(F)F.Cl.N.CCN(C(C)C)C(C)C. The catalyst is CN(C=O)C. The product is [C:1]([NH:5][C:6]1[C:11]([C:12]([NH2:18])=[O:13])=[CH:10][N:9]=[C:8]([S:15][CH3:16])[N:7]=1)([CH3:4])([CH3:3])[CH3:2]. The yield is 0.900. (2) The reactants are [CH3:1][N:2]([CH2:4][C:5]([O:7][CH2:8][CH3:9])=[O:6])[NH2:3].[CH2:10]([N:17]=[C:18]=[O:19])[C:11]1[CH:16]=[CH:15][CH:14]=[CH:13][CH:12]=1. No catalyst specified. The product is [CH3:1][N:2]([CH2:4][C:5]([O:7][CH2:8][CH3:9])=[O:6])[NH:3][C:18](=[O:19])[NH:17][CH2:10][C:11]1[CH:16]=[CH:15][CH:14]=[CH:13][CH:12]=1. The yield is 0.760. (3) The reactants are [N+:1]([C:4]1[CH:5]=[C:6]([CH:10]=[CH:11][CH:12]=1)[C:7](Cl)=[O:8])([O-:3])=[O:2].[C:13]([C:17]1[CH:32]=[CH:31][C:20]([C:21]([NH:23][C:24]2[C:25]([NH2:30])=[CH:26][CH:27]=[CH:28][CH:29]=2)=[O:22])=[CH:19][CH:18]=1)([CH3:16])([CH3:15])[CH3:14]. No catalyst specified. The product is [N+:1]([C:4]1[CH:5]=[C:6]([CH:10]=[CH:11][CH:12]=1)[C:7]([NH:30][C:25]1[C:24]([NH:23][C:21](=[O:22])[C:20]2[CH:31]=[CH:32][C:17]([C:13]([CH3:15])([CH3:14])[CH3:16])=[CH:18][CH:19]=2)=[CH:29][CH:28]=[CH:27][CH:26]=1)=[O:8])([O-:3])=[O:2]. The yield is 0.560. (4) The reactants are [OH:1][C:2]1[C:3]([C:18](=O)[CH3:19])=[N:4][N:5]([CH3:17])[C:6]=1[C:7]1[CH:12]=[CH:11][CH:10]=[C:9]([C:13]([F:16])([F:15])[F:14])[CH:8]=1.C(OC[C:31]([NH:33][NH2:34])=[O:32])(=O)C1C=CC=CC=1.[CH3:35][CH2:36][CH2:37][CH2:38][CH2:39][CH3:40].[C:41]([O:44][CH2:45]C)(=[O:43])C. The catalyst is C(O)(C)C. The product is [OH:1][C:2]1[C:3]([C:18](=[N:34][NH:33][C:31]([C:37]2[CH:36]=[CH:35][C:40]([C:41]([O:44][CH3:45])=[O:43])=[CH:39][CH:38]=2)=[O:32])[CH3:19])=[N:4][N:5]([CH3:17])[C:6]=1[C:7]1[CH:12]=[CH:11][CH:10]=[C:9]([C:13]([F:16])([F:15])[F:14])[CH:8]=1. The yield is 0.160.